Dataset: Full USPTO retrosynthesis dataset with 1.9M reactions from patents (1976-2016). Task: Predict the reactants needed to synthesize the given product. (1) Given the product [Br:14][C:15]1[CH:16]=[CH:17][C:18]([C:21]2[C:22](=[O:23])[N:2]([CH3:1])[C:3]3[NH:4][C:5]4[C:10]([C:11]=3[CH:27]=2)=[CH:9][C:8]([CH3:12])=[CH:7][CH:6]=4)=[CH:19][CH:20]=1, predict the reactants needed to synthesize it. The reactants are: [CH3:1][NH:2][C:3]1[N:4](C)[C:5]2[C:10]([CH:11]=1)=[CH:9][C:8]([CH3:12])=[CH:7][CH:6]=2.[Br:14][C:15]1[CH:20]=[CH:19][C:18]([C:21](=[CH:27]O)[C:22](OCC)=[O:23])=[CH:17][CH:16]=1. (2) Given the product [NH2:8][CH:9]([C:14]1[CH:18]=[CH:17][N:16]([CH3:19])[N:15]=1)[C:10]([O:12][CH3:13])=[O:11], predict the reactants needed to synthesize it. The reactants are: C(OC(CO[N:8]=[C:9]([C:14]1[CH:18]=[CH:17][N:16]([CH3:19])[N:15]=1)[C:10]([O:12][CH3:13])=[O:11])=O)C.[H][H]. (3) Given the product [CH2:5]([O:13][C:14]1[CH:15]=[C:16]([CH:19]=[CH:20][C:21]=1[O:22][CH3:23])[CH:17]=[O:18])[CH:4]=[CH2:11], predict the reactants needed to synthesize it. The reactants are: C(O[C:4]1[CH:5]=C(C=C[C:11]=1C)C=O)C.[OH:13][C:14]1[CH:15]=[C:16]([CH:19]=[CH:20][C:21]=1[O:22][CH3:23])[CH:17]=[O:18].C([O-])([O-])=O.[K+].[K+]. (4) Given the product [Si:17]([O:16][C@@H:14]1[CH2:15][C@H:10]([OH:9])[C@@H:11]([C:24]2[N:28]([CH3:29])[N:27]=[CH:26][CH:25]=2)[CH2:12][CH2:13]1)([C:20]([CH3:23])([CH3:21])[CH3:22])([CH3:18])[CH3:19], predict the reactants needed to synthesize it. The reactants are: C([O:9][C@H:10]1[CH2:15][C@@H:14]([O:16][Si:17]([C:20]([CH3:23])([CH3:22])[CH3:21])([CH3:19])[CH3:18])[CH2:13][CH2:12][C@@H:11]1[C:24]1[N:28]([CH3:29])[N:27]=[CH:26][CH:25]=1)(=O)C1C=CC=CC=1.C(=O)([O-])[O-].[K+].[K+].